Task: Binary Classification. Given a miRNA mature sequence and a target amino acid sequence, predict their likelihood of interaction.. Dataset: Experimentally validated miRNA-target interactions with 360,000+ pairs, plus equal number of negative samples (1) The miRNA is mmu-miR-695 with sequence AGAUUGGGCAUAGGUGACUGAA. The protein sequence of the target gene is MQQPRVESDIIGAGEGPQRAVPWSAWIIRQDWVRWWVCHIPRSWTQWWNTSGWRQPLQRMLWGLEGTLYLLLALMLCHALFTTGSYLLSSLWPVVAVMWSHLLPAILLLVLSALPALLFAASFLLLFSTLLSLVGLLTSMTQPGYAQDLDQ. Result: 1 (interaction). (2) The miRNA is mmu-miR-344e-3p with sequence GAUAUAACCAAAGCCUGACUAU. The protein sequence of the target gene is MAAGCSEAPRPAAASDGSLVGQAGVLPCLELPTYAAACALVNSRYSCLVAGPHQRHIALSPRYLNRKRTGIREQLDAELLRYSESLLGVPIAYDNIKVVGELGDIYDDQGHIHLNIEADFVIFCPEPGQKLMGIVNKVSSSHIGCLVHGCFNASIPKPEQLSAEQWQTMEINMGDELEFEVFRLDSDAAGVFCIRGKLNITSLQFKRSEVSEEVTENGTEEAAKKPKKKKKKKDPETYEVDSGTTKLADDADDTPMEESALQNTNNANGIWEEEPKKKKKKKKHQEVQDQDPVFQGSDSS.... Result: 0 (no interaction).